Dataset: Cav3 T-type calcium channel HTS with 100,875 compounds. Task: Binary Classification. Given a drug SMILES string, predict its activity (active/inactive) in a high-throughput screening assay against a specified biological target. (1) The compound is O=C(NC1CCCc2c1cccc2)c1c(onc1C)C. The result is 0 (inactive). (2) The drug is S(CC(=O)NC(Cc1ccccc1)C(O)=O)c1ccccc1. The result is 0 (inactive). (3) The drug is o1c2C(c3cc(OC)c(OC(C)C)cc3)C(=C(Oc2c(=O)cc1CO)N)C#N. The result is 0 (inactive). (4) The compound is Clc1cc(NC(=O)CSc2n(CCC)c(=O)[nH]n2)c(OC)cc1. The result is 0 (inactive).